Dataset: Reaction yield outcomes from USPTO patents with 853,638 reactions. Task: Predict the reaction yield, written as a fraction of the theoretical maximum amount of product (1.0 means a 100% yield; for example, 0.34 means a 34% yield). (1) The reactants are [CH:1]1([N:6]2[CH2:12][C:11]([F:14])([F:13])[C:10](=[O:15])[N:9]([CH3:16])[C:8]3[CH:17]=[N:18][C:19]([NH:21][C:22]4[CH:30]=[CH:29][C:25]([C:26]([OH:28])=O)=[CH:24][C:23]=4[O:31][CH3:32])=[N:20][C:7]2=3)[CH2:5][CH2:4][CH2:3][CH2:2]1.[NH2:33][CH:34]1[CH2:37][N:36](C(OC(C)(C)C)=O)[CH2:35]1.CN(C(ON1N=NC2C=CC=NC1=2)=[N+](C)C)C.F[P-](F)(F)(F)(F)F.CCN(C(C)C)C(C)C. The catalyst is CN(C=O)C.O. The product is [NH:36]1[CH2:37][CH:34]([NH:33][C:26](=[O:28])[C:25]2[CH:29]=[CH:30][C:22]([NH:21][C:19]3[N:18]=[CH:17][C:8]4[N:9]([CH3:16])[C:10](=[O:15])[C:11]([F:14])([F:13])[CH2:12][N:6]([CH:1]5[CH2:5][CH2:4][CH2:3][CH2:2]5)[C:7]=4[N:20]=3)=[C:23]([O:31][CH3:32])[CH:24]=2)[CH2:35]1. The yield is 0.340. (2) The yield is 0.840. The product is [CH3:12][C@H:13]([C@H:16]([CH3:20])[CH2:17][CH2:18][CH3:19])[CH:14]=[O:15]. The reactants are [Cr](Cl)([O-])(=O)=O.[NH+]1C=CC=CC=1.[CH3:12][C@H:13]([C@H:16]([CH3:20])[CH2:17][CH2:18][CH3:19])[CH2:14][OH:15]. The catalyst is ClCCl. (3) The product is [Cl:13][CH2:11][C:7](=[O:9])[CH2:6][C:3]1[CH:4]=[CH:5][S:1][CH:2]=1. The yield is 1.00. The reactants are [S:1]1[CH:5]=[CH:4][C:3]([CH2:6][C:7]([OH:9])=O)=[CH:2]1.C(Cl)(=O)[C:11]([Cl:13])=O.[N+](=C)=[N-].Cl. No catalyst specified. (4) The reactants are [Cl:1][C:2]1[CH:7]=[CH:6][C:5]([CH2:8][C:9]#[N:10])=[C:4]([F:11])[CH:3]=1.[Br:12][C:13]1[CH:14]=[C:15]([CH:18]=O)[S:16][CH:17]=1.C[O-].[Na+]. The catalyst is CO. The product is [Br:12][C:13]1[CH:14]=[C:15](/[CH:18]=[C:8](/[C:5]2[CH:6]=[CH:7][C:2]([Cl:1])=[CH:3][C:4]=2[F:11])\[C:9]#[N:10])[S:16][CH:17]=1. The yield is 0.640.